Task: Predict the reactants needed to synthesize the given product.. Dataset: Full USPTO retrosynthesis dataset with 1.9M reactions from patents (1976-2016) (1) Given the product [Cl:1][C:2]1[CH:3]=[C:4]2[C:10]([CH:11]3[CH:12]=[N:13][CH:14]=[N:15][CH2:16]3)=[C:9]([C:33]3[CH:32]=[N:35][C:29]([N:22]4[CH2:23][CH2:24][N:19]([CH3:18])[CH2:20][CH2:21]4)=[CH:26][CH:27]=3)[NH:8][C:5]2=[N:6][CH:7]=1, predict the reactants needed to synthesize it. The reactants are: [Cl:1][C:2]1[CH:3]=[C:4]2[C:10]([C:11]3[CH:12]=[N:13][CH:14]=[N:15][CH:16]=3)=[C:9](I)[NH:8][C:5]2=[N:6][CH:7]=1.[CH3:18][N:19]1[CH2:24][CH2:23][NH:22][CH2:21][CH2:20]1.C[C:26]([CH3:29])([O-])[CH3:27].[K+].[Cl-].[CH:32]([N+:35]1C=CN(C(C)C)C=1)(C)[CH3:33]. (2) Given the product [Cl:20][C:17]1[CH:18]=[CH:19][C:14]([NH:13][S:10]([C:7]2[CH:6]=[CH:5][C:4]([C:1]3([CH3:2])[O:33][C@H:31]([CH3:32])[C@H:30]([CH3:29])[O:3]3)=[CH:9][CH:8]=2)(=[O:11])=[O:12])=[C:15]([C:21]([C:22]2[CH:23]=[CH:24][N:25]=[CH:26][CH:27]=2)=[O:28])[CH:16]=1, predict the reactants needed to synthesize it. The reactants are: [C:1]([C:4]1[CH:9]=[CH:8][C:7]([S:10]([NH:13][C:14]2[CH:19]=[CH:18][C:17]([Cl:20])=[CH:16][C:15]=2[CH:21]([OH:28])[C:22]2[CH:27]=[CH:26][N:25]=[CH:24][CH:23]=2)(=[O:12])=[O:11])=[CH:6][CH:5]=1)(=[O:3])[CH3:2].[CH3:29][C@@H:30](O)[C@@H:31]([OH:33])[CH3:32]. (3) Given the product [CH3:15][NH:16][CH:11]1[CH2:12][CH2:13][N:8]([C:6]([O:5][C:1]([CH3:4])([CH3:3])[CH3:2])=[O:7])[CH2:9][CH2:10]1, predict the reactants needed to synthesize it. The reactants are: [C:1]([O:5][C:6]([N:8]1[CH2:13][CH2:12][C:11](=O)[CH2:10][CH2:9]1)=[O:7])([CH3:4])([CH3:3])[CH3:2].[CH3:15][NH2:16].[BH-](OC(C)=O)(OC(C)=O)OC(C)=O.[Na+].[OH-].[Na+]. (4) The reactants are: [C:1]([C:3]1[CH:21]=[CH:20][C:6]([CH2:7][N:8]2[CH2:13][CH2:12][N:11]([CH2:14][C:15](OCC)=[O:16])[CH2:10][CH2:9]2)=[CH:5][CH:4]=1)#[N:2].[NH2:22][NH2:23]. Given the product [C:1]([C:3]1[CH:21]=[CH:20][C:6]([CH2:7][N:8]2[CH2:13][CH2:12][N:11]([CH2:14][C:15]([NH:22][NH2:23])=[O:16])[CH2:10][CH2:9]2)=[CH:5][CH:4]=1)#[N:2], predict the reactants needed to synthesize it.